This data is from Catalyst prediction with 721,799 reactions and 888 catalyst types from USPTO. The task is: Predict which catalyst facilitates the given reaction. (1) Reactant: CC([O-])(C)C.[K+].[CH2:7]([O:9][C:10](=[O:21])[CH:11]([NH:17][C:18](=[O:20])[CH3:19])[C:12]([O:14][CH2:15][CH3:16])=[O:13])[CH3:8].[CH:22]1([C:25](Cl)=[O:26])[CH2:24][CH2:23]1. Product: [CH2:15]([O:14][C:12](=[O:13])[C:11]([NH:17][C:18](=[O:20])[CH3:19])([C:25]([CH:22]1[CH2:24][CH2:23]1)=[O:26])[C:10]([O:9][CH2:7][CH3:8])=[O:21])[CH3:16]. The catalyst class is: 1. (2) The catalyst class is: 301. Product: [NH2:6][C:5]1[N:10]([C:12]2[CH:13]=[CH:14][C:15]([C:16]([OH:18])=[O:17])=[CH:19][CH:20]=2)[N:11]=[C:3]([C:2]([CH3:9])([CH3:8])[CH3:1])[CH:4]=1. Reactant: [CH3:1][C:2]([CH3:9])([CH3:8])[C:3](=O)[CH2:4][C:5]#[N:6].[NH:10]([C:12]1[CH:20]=[CH:19][C:15]([C:16]([OH:18])=[O:17])=[CH:14][CH:13]=1)[NH2:11].C(O)(=O)C. (3) Reactant: C([O:5][C:6]([N:8]1[CH2:13][CH2:12][N:11]([C:14]2[C:23]3[C:18](=[CH:19][C:20]([CH3:24])=[CH:21][CH:22]=3)[N:17]=[CH:16][CH:15]=2)[CH2:10][CH2:9]1)=O)(C)(C)C.[F:25][C:26]([F:31])([F:30])[C:27]([OH:29])=[O:28].C(OC(N1CCNCC1)=O)(C)(C)C.[F:45][C:46]1[CH:51]=[CH:50][C:49]([N:52]=C=O)=[CH:48][CH:47]=1. Product: [F:25][C:26]([F:31])([F:30])[C:27]([OH:29])=[O:28].[F:45][C:46]1[CH:51]=[CH:50][C:49]([NH:52][C:6]([N:8]2[CH2:9][CH2:10][N:11]([C:14]3[C:23]4[C:18](=[CH:19][C:20]([CH3:24])=[CH:21][CH:22]=4)[N:17]=[CH:16][CH:15]=3)[CH2:12][CH2:13]2)=[O:5])=[CH:48][CH:47]=1. The catalyst class is: 347. (4) Reactant: [OH:1][N:2]1C2C=CC=CC=2N=N1.Cl.C(N=C=NCCCN(C)C)C.[CH2:23]([O:30][C:31]1[CH:36]=[CH:35][C:34]([S:37]([NH:40][CH2:41][C@H:42]([N:46]2[CH2:51][CH2:50][N:49]([S:52]([CH3:55])(=[O:54])=[O:53])[CH2:48][CH2:47]2)[C:43](O)=[O:44])(=[O:39])=[O:38])=[CH:33][CH:32]=1)[C:24]1[CH:29]=[CH:28][CH:27]=[CH:26][CH:25]=1.[Si](ON)(C(C)(C)C)(C)C.C(=O)([O-])O.[Na+]. Product: [CH2:23]([O:30][C:31]1[CH:32]=[CH:33][C:34]([S:37]([NH:40][CH2:41][C@H:42]([N:46]2[CH2:51][CH2:50][N:49]([S:52]([CH3:55])(=[O:54])=[O:53])[CH2:48][CH2:47]2)[C:43]([NH:2][OH:1])=[O:44])(=[O:38])=[O:39])=[CH:35][CH:36]=1)[C:24]1[CH:29]=[CH:28][CH:27]=[CH:26][CH:25]=1. The catalyst class is: 288. (5) Reactant: C[Si]([N-][Si](C)(C)C)(C)C.[Li+].F[C:12]1[CH:17]=[C:16]([O:18][CH3:19])[CH:15]=[CH:14][C:13]=1[C:20]1[N:29]=[CH:28][C:27]2[C:22](=[CH:23][C:24]([O:32][CH3:33])=[CH:25][C:26]=2[O:30][CH3:31])[N:21]=1.[CH:34]([N:37]1[CH2:41][CH2:40][CH:39]([CH2:42][NH2:43])[CH2:38]1)([CH3:36])[CH3:35].C1C[O:47]CC1. Product: [CH:34]([N:37]1[CH2:41][CH2:40][CH:39]([CH2:42][NH:43][C:12]2[CH:17]=[C:16]([O:18][CH3:19])[CH:15]=[CH:14][C:13]=2[C:20]2[NH:29][C:28](=[O:47])[C:27]3[C:22](=[CH:23][C:24]([O:32][CH3:33])=[CH:25][C:26]=3[O:30][CH3:31])[N:21]=2)[CH2:38]1)([CH3:36])[CH3:35]. The catalyst class is: 625.